From a dataset of Forward reaction prediction with 1.9M reactions from USPTO patents (1976-2016). Predict the product of the given reaction. (1) Given the reactants [Cl:1][C:2]1[C:3]([O:12][C:13]2[CH:18]=[C:17]([O:19][Si](C(C)C)(C(C)C)C(C)C)[CH:16]=[CH:15][C:14]=2[CH2:30][CH2:31][CH2:32][OH:33])=[N:4][CH:5]=[C:6]([C:8]([F:11])([F:10])[F:9])[CH:7]=1.O[C:35]1[C:39]([CH2:40][C:41]([O:43][CH3:44])=[O:42])=[CH:38][N:37]([CH3:45])[N:36]=1.C(P(CCCC)CCCC)CCC.N(C(N1CCCCC1)=O)=NC(N1CCCCC1)=O.[F-].C([N+](CCCC)(CCCC)CCCC)CCC, predict the reaction product. The product is: [Cl:1][C:2]1[C:3]([O:12][C:13]2[CH:18]=[C:17]([OH:19])[CH:16]=[CH:15][C:14]=2[CH2:30][CH2:31][CH2:32][O:33][C:35]2[C:39]([CH2:40][C:41]([O:43][CH3:44])=[O:42])=[CH:38][N:37]([CH3:45])[N:36]=2)=[N:4][CH:5]=[C:6]([C:8]([F:11])([F:10])[F:9])[CH:7]=1. (2) Given the reactants [Cl:1][C:2]1[CH:17]=[CH:16][C:5]([C:6]([NH:8][C:9]2[CH:14]=[CH:13][NH:12][C:11](=[O:15])[CH:10]=2)=[O:7])=[C:4](F)[CH:3]=1.[F:19][C:20]1[CH:25]=[CH:24][C:23]([OH:26])=[C:22]([CH3:27])[CH:21]=1.C([O-])([O-])=O.[Cs+].[Cs+].O, predict the reaction product. The product is: [Cl:1][C:2]1[CH:17]=[CH:16][C:5]([C:6]([NH:8][C:9]2[CH:14]=[CH:13][NH:12][C:11](=[O:15])[CH:10]=2)=[O:7])=[C:4]([O:26][C:23]2[CH:24]=[CH:25][C:20]([F:19])=[CH:21][C:22]=2[CH3:27])[CH:3]=1. (3) Given the reactants [F:1][C:2]1[CH:3]=[C:4]([CH:44]=[C:45]([F:47])[CH:46]=1)[CH2:5][C:6]1[CH:7]=[C:8]2[C:12](=[CH:13][CH:14]=1)[NH:11][N:10]=[C:9]2[NH:15][C:16]([C:18]1[CH:23]=[CH:22][C:21]([NH:24][CH2:25][CH:26]2[CH2:29][N:28](C(OC(C)(C)C)=O)[CH2:27]2)=[CH:20][C:19]=1[NH:37][CH:38]1[CH2:43][CH2:42][O:41][CH2:40][CH2:39]1)=[O:17].C(O)(C(F)(F)F)=O, predict the reaction product. The product is: [NH:28]1[CH2:27][CH:26]([CH2:25][NH:24][C:21]2[CH:22]=[CH:23][C:18]([C:16]([NH:15][C:9]3[C:8]4[C:12](=[CH:13][CH:14]=[C:6]([CH2:5][C:4]5[CH:44]=[C:45]([F:47])[CH:46]=[C:2]([F:1])[CH:3]=5)[CH:7]=4)[NH:11][N:10]=3)=[O:17])=[C:19]([NH:37][CH:38]3[CH2:43][CH2:42][O:41][CH2:40][CH2:39]3)[CH:20]=2)[CH2:29]1. (4) Given the reactants O[CH:2]([CH:7]1[CH2:11][CH2:10][CH2:9][C:8]1=[O:12])[CH2:3][CH2:4][CH2:5][CH3:6].IN1C(=O)CCC1=O.C1(C)C=CC=CC=1, predict the reaction product. The product is: [CH2:2]([C:7]1[C:8](=[O:12])[CH2:9][CH2:10][CH:11]=1)[CH2:3][CH2:4][CH2:5][CH3:6]. (5) Given the reactants [C:1]([O:5][C@H:6]([C@H:8]1[CH2:12][O:11][C:10](=[O:13])[N:9]1[C:14]1[C:19]([F:20])=[CH:18][N:17]=[C:16]([NH:21][C@H:22]([CH:24]2[CH2:29][CH2:28][NH:27][CH2:26][CH2:25]2)[CH3:23])[N:15]=1)[CH3:7])([CH3:4])([CH3:3])[CH3:2].Br[C:31]1[CH:36]=[CH:35][C:34]([Cl:37])=[C:33]([O:38][C:39]([F:42])([F:41])[F:40])[CH:32]=1.C1C=CC(P(C2C(C3C(P(C4C=CC=CC=4)C4C=CC=CC=4)=CC=C4C=3C=CC=C4)=C3C(C=CC=C3)=CC=2)C2C=CC=CC=2)=CC=1.C([O-])([O-])=O.[Cs+].[Cs+], predict the reaction product. The product is: [C:1]([O:5][C@H:6]([C@H:8]1[CH2:12][O:11][C:10](=[O:13])[N:9]1[C:14]1[C:19]([F:20])=[CH:18][N:17]=[C:16]([NH:21][C@H:22]([CH:24]2[CH2:29][CH2:28][N:27]([C:31]3[CH:36]=[CH:35][C:34]([Cl:37])=[C:33]([O:38][C:39]([F:41])([F:42])[F:40])[CH:32]=3)[CH2:26][CH2:25]2)[CH3:23])[N:15]=1)[CH3:7])([CH3:3])([CH3:4])[CH3:2]. (6) Given the reactants F[P-](F)(F)(F)(F)F.CN(C(N1C2C(=NC=CC=2)[N+]([O-])=N1)=[N+](C)C)C.[F:25][C:26]1[CH:31]=[CH:30][CH:29]=[CH:28][C:27]=1[N:32]1[C:40]2[C:35](=[C:36]([N:41]3[CH2:48][C@@H:47]4[C@@H:43]([NH:44][CH2:45][CH2:46]4)[C:42]3=[O:49])[CH:37]=[CH:38][CH:39]=2)[CH:34]=[N:33]1.[OH:50][C:51]([CH3:56])([CH3:55])[C:52](O)=[O:53].C(N(CC)CC)C, predict the reaction product. The product is: [F:25][C:26]1[CH:31]=[CH:30][CH:29]=[CH:28][C:27]=1[N:32]1[C:40]2[C:35](=[C:36]([N:41]3[CH2:48][C@@H:47]4[C@@H:43]([N:44]([C:52](=[O:53])[C:51]([OH:50])([CH3:56])[CH3:55])[CH2:45][CH2:46]4)[C:42]3=[O:49])[CH:37]=[CH:38][CH:39]=2)[CH:34]=[N:33]1. (7) Given the reactants O.[Al].[Li].[NH:4]1[C:12]2[C:7](=[CH:8][CH:9]=[CH:10][CH:11]=2)[C:6](C2CC(=O)NC2=O)=[CH:5]1.[OH-].[Na+].O, predict the reaction product. The product is: [N:4]1([C:6]2[C:7]3[C:12](=[CH:11][CH:10]=[CH:9][CH:8]=3)[NH:4][CH:5]=2)[CH2:12][CH2:7][CH2:6][CH2:5]1. (8) Given the reactants CS(O[CH2:6][C:7]1[N:12]=[CH:11][C:10]2[N:13]=[CH:14][N:15]([C:16]3[S:17][C:18]([C:34](=[O:36])[NH2:35])=[C:19]([O:21][C@@H:22]([C:24]4[CH:29]=[CH:28][CH:27]=[CH:26][C:25]=4[C:30]([F:33])([F:32])[F:31])[CH3:23])[CH:20]=3)[C:9]=2[CH:8]=1)(=O)=O.[CH:37]([N:40]1[CH2:45][CH2:44][NH:43][CH2:42][CH2:41]1)([CH3:39])[CH3:38], predict the reaction product. The product is: [CH:37]([N:40]1[CH2:45][CH2:44][N:43]([CH2:6][C:7]2[N:12]=[CH:11][C:10]3[N:13]=[CH:14][N:15]([C:16]4[S:17][C:18]([C:34]([NH2:35])=[O:36])=[C:19]([O:21][C@@H:22]([C:24]5[CH:29]=[CH:28][CH:27]=[CH:26][C:25]=5[C:30]([F:33])([F:31])[F:32])[CH3:23])[CH:20]=4)[C:9]=3[CH:8]=2)[CH2:42][CH2:41]1)([CH3:39])[CH3:38]. (9) Given the reactants [Cl:1][C:2]1[CH:3]=[C:4]([S:9]([NH:12][C:13]2[CH:14]=[C:15]3[C:19](=[CH:20][CH:21]=2)[NH:18][C:17]([C:22]([O:24]CC)=[O:23])=[CH:16]3)(=[O:11])=[O:10])[CH:5]=[C:6]([Cl:8])[CH:7]=1.[OH-].[Na+], predict the reaction product. The product is: [Cl:1][C:2]1[CH:3]=[C:4]([S:9]([NH:12][C:13]2[CH:14]=[C:15]3[C:19](=[CH:20][CH:21]=2)[NH:18][C:17]([C:22]([OH:24])=[O:23])=[CH:16]3)(=[O:10])=[O:11])[CH:5]=[C:6]([Cl:8])[CH:7]=1. (10) Given the reactants [H-].[Na+].[CH2:3]([O:10][CH2:11]/[CH:12]=[CH:13]\[CH2:14]O)[C:4]1[CH:9]=[CH:8][CH:7]=[CH:6][CH:5]=1.[Cl:16][C:17]([Cl:21])([Cl:20])[C:18]#[N:19].C1C2C(CCCC2)CCC1.C1C[O:35]CC1, predict the reaction product. The product is: [CH2:3]([O:10][CH2:11][CH:12]([NH:19][C:18](=[O:35])[C:17]([Cl:21])([Cl:20])[Cl:16])[CH:13]=[CH2:14])[C:4]1[CH:5]=[CH:6][CH:7]=[CH:8][CH:9]=1.